This data is from Catalyst prediction with 721,799 reactions and 888 catalyst types from USPTO. The task is: Predict which catalyst facilitates the given reaction. (1) Reactant: [CH2:1]([OH:5])[CH2:2][C:3]#[CH:4].O[Li].O.[CH3:9][C:10]1[CH:15]=[CH:14][C:13]([S:16](Cl)(=[O:18])=[O:17])=[CH:12][CH:11]=1. Product: [CH3:9][C:10]1[CH:15]=[CH:14][C:13]([S:16]([O:5][CH2:1][CH2:2][C:3]#[CH:4])(=[O:18])=[O:17])=[CH:12][CH:11]=1. The catalyst class is: 20. (2) Reactant: [N+:1]([C:4]1[CH:9]=[CH:8][C:7]([CH2:10][C:11]([C:13]2[N:14]([CH2:18][CH2:19][CH3:20])[CH:15]=[CH:16][N:17]=2)=[O:12])=[CH:6][CH:5]=1)([O-])=O.[Cl-].[Ca+2].[Cl-].C(OCC)(=O)C. Product: [NH2:1][C:4]1[CH:9]=[CH:8][C:7]([CH2:10][C:11]([C:13]2[N:14]([CH2:18][CH2:19][CH3:20])[CH:15]=[CH:16][N:17]=2)=[O:12])=[CH:6][CH:5]=1. The catalyst class is: 8. (3) The catalyst class is: 1. Product: [Si:1]([O:8][CH2:9][C:10]1[CH:11]=[C:12]([CH:15]=[CH:16][CH:17]=1)[CH2:13][NH2:14])([C:4]([CH3:7])([CH3:6])[CH3:5])([CH3:3])[CH3:2]. Reactant: [Si:1]([O:8][CH2:9][C:10]1[CH:11]=[C:12]([CH:15]=[CH:16][CH:17]=1)[C:13]#[N:14])([C:4]([CH3:7])([CH3:6])[CH3:5])([CH3:3])[CH3:2].[H-].[H-].[H-].[H-].[Li+].[Al+3]. (4) Reactant: [C:1]([NH:8][CH2:9][CH2:10][OH:11])([O:3][C:4]([CH3:7])([CH3:6])[CH3:5])=[O:2].[Br:12][CH2:13][CH2:14][CH2:15][C:16](O)=[O:17].CCN=C=NCCCN(C)C. The catalyst class is: 2. Product: [Br:12][CH2:13][CH2:14][CH2:15][C:16]([O:11][CH2:10][CH2:9][NH:8][C:1]([O:3][C:4]([CH3:5])([CH3:6])[CH3:7])=[O:2])=[O:17]. (5) Reactant: O.O.[Sn](Cl)(Cl)(Cl)Cl.[F:8][CH:9]([F:24])[O:10][C:11]1[CH:16]=[CH:15][C:14]([N+:17]([O-])=O)=[CH:13][C:12]=1[O:20][CH:21]([CH3:23])[CH3:22].[OH-].[Na+]. Product: [F:8][CH:9]([F:24])[O:10][C:11]1[CH:16]=[CH:15][C:14]([NH2:17])=[CH:13][C:12]=1[O:20][CH:21]([CH3:22])[CH3:23]. The catalyst class is: 601. (6) Reactant: [F:1][CH:2]([F:15])[C:3]1[CH:7]=[C:6]([CH:8]([F:10])[F:9])[N:5]([CH2:11][C:12]([OH:14])=O)[N:4]=1.C(Cl)(=O)C(Cl)=O.[Cl-].[F:23][C:24]1[CH:29]=[CH:28][CH:27]=[C:26]([CH:30]=[O:31])[C:25]=1[CH:32]1[O:36][N:35]=[C:34]([C:37]2[N:38]=[C:39]([CH:42]3[CH2:47][CH2:46][NH2+:45][CH2:44][CH2:43]3)[S:40][CH:41]=2)[CH2:33]1.C(N(CC)CC)C.C(=O)([O-])O.[Na+]. Product: [F:15][CH:2]([F:1])[C:3]1[CH:7]=[C:6]([CH:8]([F:9])[F:10])[N:5]([CH2:11][C:12]([N:45]2[CH2:44][CH2:43][CH:42]([C:39]3[S:40][CH:41]=[C:37]([C:34]4[CH2:33][CH:32]([C:25]5[C:24]([F:23])=[CH:29][CH:28]=[CH:27][C:26]=5[CH:30]=[O:31])[O:36][N:35]=4)[N:38]=3)[CH2:47][CH2:46]2)=[O:14])[N:4]=1. The catalyst class is: 120. (7) Reactant: [C:1]([NH:5][C:6]1[C:7]([CH3:26])=[N:8][C:9]2[C:14]([N:15]=1)=[C:13]([C:16]1[NH:24][C:23]3[CH2:22][CH2:21][NH:20][C:19](=[O:25])[C:18]=3[CH:17]=1)[CH:12]=[CH:11][CH:10]=2)([CH3:4])([CH3:3])[CH3:2].[CH3:27][C:28](OC(C)=O)=[O:29]. Product: [C:28]([N:20]1[CH2:21][CH2:22][C:23]2[NH:24][C:16]([C:13]3[CH:12]=[CH:11][CH:10]=[C:9]4[C:14]=3[N:15]=[C:6]([NH:5][C:1]([CH3:4])([CH3:3])[CH3:2])[C:7]([CH3:26])=[N:8]4)=[CH:17][C:18]=2[C:19]1=[O:25])(=[O:29])[CH3:27]. The catalyst class is: 377.